Dataset: NCI-60 drug combinations with 297,098 pairs across 59 cell lines. Task: Regression. Given two drug SMILES strings and cell line genomic features, predict the synergy score measuring deviation from expected non-interaction effect. Drug 1: CC1=CC=C(C=C1)C2=CC(=NN2C3=CC=C(C=C3)S(=O)(=O)N)C(F)(F)F. Drug 2: CS(=O)(=O)CCNCC1=CC=C(O1)C2=CC3=C(C=C2)N=CN=C3NC4=CC(=C(C=C4)OCC5=CC(=CC=C5)F)Cl. Cell line: KM12. Synergy scores: CSS=-7.84, Synergy_ZIP=2.87, Synergy_Bliss=-0.659, Synergy_Loewe=-8.26, Synergy_HSA=-7.09.